This data is from Forward reaction prediction with 1.9M reactions from USPTO patents (1976-2016). The task is: Predict the product of the given reaction. (1) Given the reactants [CH3:1][N:2]1[C:6]([N:7]2[CH:11]=[C:10]([C:12]([O:14]C)=[O:13])[N:9]=[CH:8]2)=[CH:5][CH:4]=[N:3]1.[Cl:16]N1C(=O)CCC1=O.[Li+].[OH-].Cl, predict the reaction product. The product is: [Cl:16][C:5]1[CH:4]=[N:3][N:2]([CH3:1])[C:6]=1[N:7]1[CH:11]=[C:10]([C:12]([OH:14])=[O:13])[N:9]=[CH:8]1. (2) Given the reactants [CH2:1](Br)[C:2]1[CH:7]=[CH:6][CH:5]=[CH:4][CH:3]=1.C(=O)([O-])[O-].[K+].[K+].[OH:15][C:16]1[CH:17]=[CH:18][CH:19]=[C:20]2[C:25]=1[NH:24][C:23](=[O:26])[C:22]([CH3:27])=[CH:21]2, predict the reaction product. The product is: [CH2:1]([O:15][C:16]1[CH:17]=[CH:18][CH:19]=[C:20]2[C:25]=1[NH:24][C:23](=[O:26])[C:22]([CH3:27])=[CH:21]2)[C:2]1[CH:7]=[CH:6][CH:5]=[CH:4][CH:3]=1. (3) Given the reactants [CH3:1][C:2](=[CH:30][C:31]1[CH:36]=[CH:35][CH:34]=[CH:33][CH:32]=1)[C:3]([N:5]1[C@@H:9]([C:10]2[CH:15]=[CH:14][CH:13]=[CH:12][CH:11]=2)[C@H:8]([C:16]([O:18]C)=[O:17])[O:7][CH:6]1[C:20]1[CH:25]=[CH:24][C:23]([O:26][CH3:27])=[C:22]([O:28][CH3:29])[CH:21]=1)=[O:4].[Li+].[OH-].Cl, predict the reaction product. The product is: [CH3:1][C:2](=[CH:30][C:31]1[CH:32]=[CH:33][CH:34]=[CH:35][CH:36]=1)[C:3]([N:5]1[C@@H:9]([C:10]2[CH:11]=[CH:12][CH:13]=[CH:14][CH:15]=2)[C@H:8]([C:16]([OH:18])=[O:17])[O:7][CH:6]1[C:20]1[CH:25]=[CH:24][C:23]([O:26][CH3:27])=[C:22]([O:28][CH3:29])[CH:21]=1)=[O:4]. (4) Given the reactants Cl[CH2:2][C:3]1[C:12]2[C:7](=[CH:8][CH:9]=[C:10]([CH3:13])[CH:11]=2)[O:6][C:5](=[O:14])[CH:4]=1.[OH-:15].[Na+], predict the reaction product. The product is: [CH3:13][C:10]1[CH:9]=[CH:8][C:7]2[O:6][CH:2]=[C:3]([CH2:4][C:5]([OH:14])=[O:15])[C:12]=2[CH:11]=1. (5) Given the reactants [C:1]([CH2:6][C:7]([OH:9])=[O:8])([C:3]([OH:5])=[O:4])=[O:2].[OH-].[Na+:11], predict the reaction product. The product is: [C:1]([CH2:6][C:7]([O-:9])=[O:8])([C:3]([OH:5])=[O:4])=[O:2].[Na+:11].